The task is: Predict which catalyst facilitates the given reaction.. This data is from Catalyst prediction with 721,799 reactions and 888 catalyst types from USPTO. Product: [CH3:17][O:3][CH2:4][C@H:5]1[CH2:9][CH2:8][CH2:7][N:6]1[C:10]([O:12][C:13]([CH3:16])([CH3:15])[CH3:14])=[O:11]. The catalyst class is: 1. Reactant: [H-].[Na+].[OH:3][CH2:4][C@H:5]1[CH2:9][CH2:8][CH2:7][N:6]1[C:10]([O:12][C:13]([CH3:16])([CH3:15])[CH3:14])=[O:11].[CH3:17]I.